Task: Predict the reactants needed to synthesize the given product.. Dataset: Full USPTO retrosynthesis dataset with 1.9M reactions from patents (1976-2016) Given the product [C:1]([O:4][C:5]1[CH:6]=[C:7]2[C:12](=[CH:13][CH:14]=1)[N:11]=[C:10]([C:15]1[CH:20]=[CH:19][CH:18]=[C:17]([NH:21][C:40](=[O:47])[C:41]3[CH:46]=[CH:45][CH:44]=[N:43][CH:42]=3)[CH:16]=1)[N:9]=[C:8]2[NH:22][C:23]1[CH:24]=[C:25]2[C:29](=[CH:30][CH:31]=1)[N:28]([C:32]([O:34][C:35]([CH3:38])([CH3:37])[CH3:36])=[O:33])[N:27]=[CH:26]2)(=[O:3])[CH3:2], predict the reactants needed to synthesize it. The reactants are: [C:1]([O:4][C:5]1[CH:6]=[C:7]2[C:12](=[CH:13][CH:14]=1)[N:11]=[C:10]([C:15]1[CH:20]=[CH:19][CH:18]=[C:17]([NH2:21])[CH:16]=1)[N:9]=[C:8]2[NH:22][C:23]1[CH:24]=[C:25]2[C:29](=[CH:30][CH:31]=1)[N:28]([C:32]([O:34][C:35]([CH3:38])([CH3:37])[CH3:36])=[O:33])[N:27]=[CH:26]2)(=[O:3])[CH3:2].Cl.[C:40](Cl)(=[O:47])[C:41]1[CH:46]=[CH:45][CH:44]=[N:43][CH:42]=1.CCN(C(C)C)C(C)C.